From a dataset of Full USPTO retrosynthesis dataset with 1.9M reactions from patents (1976-2016). Predict the reactants needed to synthesize the given product. (1) Given the product [F:1][C@H:2]1[CH2:4][C@H:3]1[C:5]([NH:7][C:8]1[N:9]=[CH:10][C:11]2[C:16]([CH:17]=1)=[CH:15][CH:14]=[C:13]([C:18]1[CH:19]=[N:20][C:21](/[C:25](=[N:39]/[CH2:38][C:37]3[CH:40]=[CH:41][C:34]([O:33][CH3:32])=[CH:35][CH:36]=3)/[C:26]([F:27])([F:29])[F:28])=[CH:22][C:23]=1[CH3:24])[CH:12]=2)=[O:6], predict the reactants needed to synthesize it. The reactants are: [F:1][C@H:2]1[CH2:4][C@H:3]1[C:5]([NH:7][C:8]1[N:9]=[CH:10][C:11]2[C:16]([CH:17]=1)=[CH:15][CH:14]=[C:13]([C:18]1[CH:19]=[N:20][C:21]([C:25](O)(O)[C:26]([F:29])([F:28])[F:27])=[CH:22][C:23]=1[CH3:24])[CH:12]=2)=[O:6].[CH3:32][O:33][C:34]1[CH:41]=[CH:40][C:37]([CH2:38][NH2:39])=[CH:36][CH:35]=1.C(O)(=O)C. (2) Given the product [CH2:8]([C:4]1[CH:3]=[C:2]([Br:1])[CH:7]=[CH:6][CH:5]=1)[C:9]1[CH:17]=[CH:16][CH:26]=[CH:25][CH:27]=1, predict the reactants needed to synthesize it. The reactants are: [Br:1][C:2]1[CH:3]=[C:4]([C:8](=O)[CH3:9])[CH:5]=[CH:6][CH:7]=1.C([SiH]([CH2:16][CH3:17])CC)C.B(F)(F)F.CCO[CH2:25][CH3:26].[C:27]([O-])(O)=O.[Na+]. (3) Given the product [Br:18][CH2:19][C:20]1[CH:21]=[CH:22][C:23]([S:26]([NH:10][CH2:9][CH2:8][C:5]2[CH:6]=[CH:7][C:2]([Cl:1])=[CH:3][CH:4]=2)(=[O:28])=[O:27])=[CH:24][CH:25]=1, predict the reactants needed to synthesize it. The reactants are: [Cl:1][C:2]1[CH:7]=[CH:6][C:5]([CH2:8][CH2:9][NH2:10])=[CH:4][CH:3]=1.C(N(CC)CC)C.[Br:18][CH2:19][C:20]1[CH:25]=[CH:24][C:23]([S:26](Cl)(=[O:28])=[O:27])=[CH:22][CH:21]=1.C(OCC)(=O)C. (4) The reactants are: Br[C:2]1[C:15]2[C:10](=[CH:11][CH:12]=[CH:13][CH:14]=2)[C:9]([C:16]2[CH:21]=[CH:20][C:19]([C:22]3[O:23][C:24]4[CH:30]=[CH:29][CH:28]=[CH:27][C:25]=4[N:26]=3)=[CH:18][CH:17]=2)=[C:8]2[C:3]=1[CH:4]=[CH:5][CH:6]=[CH:7]2.[CH:31]1[C:40]2[C:35](=[CH:36][CH:37]=[CH:38][CH:39]=2)[CH:34]=[CH:33][C:32]=1B(O)O.C(=O)([O-])[O-].[Na+].[Na+].C1(C)C=CC=CC=1. Given the product [CH:31]1[C:40]2[C:35](=[CH:36][CH:37]=[CH:38][CH:39]=2)[CH:34]=[CH:33][C:32]=1[C:2]1[C:3]2[C:8](=[CH:7][CH:6]=[CH:5][CH:4]=2)[C:9]([C:16]2[CH:17]=[CH:18][C:19]([C:22]3[O:23][C:24]4[CH:30]=[CH:29][CH:28]=[CH:27][C:25]=4[N:26]=3)=[CH:20][CH:21]=2)=[C:10]2[C:15]=1[CH:14]=[CH:13][CH:12]=[CH:11]2, predict the reactants needed to synthesize it. (5) Given the product [Br:35][C:18]1[C:2]([Cl:1])=[C:3]([CH:15]=[CH:16][C:17]=1[I:19])[O:4][Si:5]([CH:9]([CH3:11])[CH3:10])([CH:12]([CH3:13])[CH3:14])[CH:6]([CH3:7])[CH3:8], predict the reactants needed to synthesize it. The reactants are: [Cl:1][C:2]1[CH:18]=[C:17]([I:19])[CH:16]=[CH:15][C:3]=1[O:4][Si:5]([CH:12]([CH3:14])[CH3:13])([CH:9]([CH3:11])[CH3:10])[CH:6]([CH3:8])[CH3:7].C(=O)=O.CC(C)=O.[Li+].CC([N-]C(C)C)C.[Br:35]C(Cl)(Cl)C(Cl)(Cl)Br.